From a dataset of CYP2C19 inhibition data for predicting drug metabolism from PubChem BioAssay. Regression/Classification. Given a drug SMILES string, predict its absorption, distribution, metabolism, or excretion properties. Task type varies by dataset: regression for continuous measurements (e.g., permeability, clearance, half-life) or binary classification for categorical outcomes (e.g., BBB penetration, CYP inhibition). Dataset: cyp2c19_veith. (1) The compound is CN(C)c1ncc2nc(-c3cccs3)c(=O)n(Cc3cccs3)c2n1. The result is 0 (non-inhibitor). (2) The molecule is C=CCn1c(O)c(C(C)=NCCCN2CCOCC2)c(=O)[nH]c1=O. The result is 0 (non-inhibitor). (3) The compound is CCCN1C(=O)/C(=C/c2ccc(C)s2)SC1=Nc1ccc(OC)cc1. The result is 1 (inhibitor). (4) The drug is COc1cc(OC)cc(C(=O)NC(=S)NCCc2ccccc2)c1. The result is 1 (inhibitor).